Dataset: HIV replication inhibition screening data with 41,000+ compounds from the AIDS Antiviral Screen. Task: Binary Classification. Given a drug SMILES string, predict its activity (active/inactive) in a high-throughput screening assay against a specified biological target. (1) The compound is Cc1cc(S(=O)(=O)Nc2n[nH]c(=N)[nH]2)c(Cl)cc1Cl.[NaH]. The result is 0 (inactive). (2) The drug is Cc1cc2c(=O)cc(-c3ccc(C(=O)O)cc3)oc2c(C(=O)O)c1C. The result is 0 (inactive). (3) The result is 0 (inactive). The compound is Cc1cccc2c1CC(=Cc1cccc(C)c1C(=O)O)C2=O. (4) The drug is Fc1c(F)c(F)c2c(c1F)CSc1nc3ccccc3n1-2. The result is 0 (inactive). (5) The molecule is COc1ccccc1N1CCN(CCc2c[nH]c3cc4c(cc23)OCO4)CC1.O=C(O)C(O)C(O)C(=O)O. The result is 0 (inactive).